From a dataset of NCI-60 drug combinations with 297,098 pairs across 59 cell lines. Regression. Given two drug SMILES strings and cell line genomic features, predict the synergy score measuring deviation from expected non-interaction effect. (1) Drug 1: C1=CN(C(=O)N=C1N)C2C(C(C(O2)CO)O)O.Cl. Drug 2: C1=NC(=NC(=O)N1C2C(C(C(O2)CO)O)O)N. Cell line: SW-620. Synergy scores: CSS=54.1, Synergy_ZIP=-8.67, Synergy_Bliss=-4.13, Synergy_Loewe=-2.53, Synergy_HSA=0.528. (2) Drug 1: COC1=C2C(=CC3=C1OC=C3)C=CC(=O)O2. Drug 2: B(C(CC(C)C)NC(=O)C(CC1=CC=CC=C1)NC(=O)C2=NC=CN=C2)(O)O. Cell line: SNB-19. Synergy scores: CSS=2.72, Synergy_ZIP=2.05, Synergy_Bliss=-3.80, Synergy_Loewe=-68.1, Synergy_HSA=-12.6. (3) Drug 1: C1=NC(=NC(=O)N1C2C(C(C(O2)CO)O)O)N. Drug 2: C1CC(=O)NC(=O)C1N2C(=O)C3=CC=CC=C3C2=O. Cell line: BT-549. Synergy scores: CSS=33.5, Synergy_ZIP=-3.49, Synergy_Bliss=-1.64, Synergy_Loewe=-26.3, Synergy_HSA=0.219.